Predict the reaction yield, written as a fraction of the theoretical maximum amount of product (1.0 means a 100% yield; for example, 0.34 means a 34% yield). From a dataset of Reaction yield outcomes from USPTO patents with 853,638 reactions. (1) The reactants are [Cl:1][C:2]1[CH:7]=[CH:6][C:5]([C:8]2[CH:9]=[N:10][CH:11]=[C:12]3[C:17]=2[N:16]=[C:15]([C:18]([OH:20])=O)[CH:14]=[CH:13]3)=[CH:4][CH:3]=1.C(N(CC)C(C)C)(C)C.F[P-](F)(F)(F)(F)F.N1(OC(N(C)C)=[N+](C)C)C2N=CC=CC=2N=N1.[CH3:54][S:55]([C:58]1[CH:59]=[C:60]([CH2:64][NH2:65])[CH:61]=[CH:62][CH:63]=1)(=[O:57])=[O:56]. The catalyst is CN(C)C=O. The product is [Cl:1][C:2]1[CH:3]=[CH:4][C:5]([C:8]2[CH:9]=[N:10][CH:11]=[C:12]3[C:17]=2[N:16]=[C:15]([C:18]([NH:65][CH2:64][C:60]2[CH:61]=[CH:62][CH:63]=[C:58]([S:55]([CH3:54])(=[O:57])=[O:56])[CH:59]=2)=[O:20])[CH:14]=[CH:13]3)=[CH:6][CH:7]=1. The yield is 0.0100. (2) The catalyst is C1COCC1. The yield is 0.750. The reactants are [CH2:1]([N:3]1[C:7]([C:8]2[CH:9]=[C:10]([C:13]([O:15][CH3:16])=[O:14])[O:11][CH:12]=2)=[CH:6][CH:5]=[N:4]1)[CH3:2].C1C(=O)N([Cl:24])C(=O)C1. The product is [Cl:24][C:6]1[CH:5]=[N:4][N:3]([CH2:1][CH3:2])[C:7]=1[C:8]1[CH:9]=[C:10]([C:13]([O:15][CH3:16])=[O:14])[O:11][CH:12]=1.